Dataset: Full USPTO retrosynthesis dataset with 1.9M reactions from patents (1976-2016). Task: Predict the reactants needed to synthesize the given product. Given the product [O:26]1[C:30]2([CH2:31][CH2:32][C:33](=[O:36])[CH2:34][CH2:35]2)[O:29][CH2:28][CH2:27]1, predict the reactants needed to synthesize it. The reactants are: IC1C=CC=CC=1S([O-])(=O)=O.[Na+].OOS([O-])=O.[K+].S([O-])([O-])(=O)=O.[Na+].[Na+].[O:26]1[C:30]2([CH2:35][CH2:34][CH:33]([OH:36])[CH2:32][CH2:31]2)[O:29][CH2:28][CH2:27]1.